Dataset: Full USPTO retrosynthesis dataset with 1.9M reactions from patents (1976-2016). Task: Predict the reactants needed to synthesize the given product. (1) Given the product [C:18]1([N:5]2[C:6]([C:8]3[CH:9]=[CH:10][C:11]([CH3:14])=[CH:12][CH:13]=3)=[CH:7][C:3]([C:2]([F:1])([F:15])[F:16])=[N:4]2)[CH:23]=[CH:22][CH:21]=[CH:20][CH:19]=1, predict the reactants needed to synthesize it. The reactants are: [F:1][C:2]([F:16])([F:15])[C:3]1[CH:7]=[C:6]([C:8]2[CH:13]=[CH:12][C:11]([CH3:14])=[CH:10][CH:9]=2)[NH:5][N:4]=1.I[C:18]1[CH:23]=[CH:22][CH:21]=[CH:20][CH:19]=1. (2) Given the product [Cl:1][C:2]1[CH:7]=[CH:6][C:5]([C:8]2[NH:9][C:10]3[N:11]([N:15]=[CH:16][C:17]=3[CH2:18][C:19]([NH:37][CH3:35])=[O:21])[C:12](=[O:14])[CH:13]=2)=[CH:4][C:3]=1[O:22][CH3:23], predict the reactants needed to synthesize it. The reactants are: [Cl:1][C:2]1[CH:7]=[CH:6][C:5]([C:8]2[NH:9][C:10]3[N:11]([N:15]=[CH:16][C:17]=3[CH2:18][C:19]([OH:21])=O)[C:12](=[O:14])[CH:13]=2)=[CH:4][C:3]=1[O:22][CH3:23].Cl.CN.C(Cl)CCl.C1C=CC2N(O)N=[N:37][C:35]=2C=1.Cl. (3) Given the product [Cl:26][C:27]1[CH:34]=[C:33]([CH:32]=[CH:31][C:28]=1[C:29]#[N:30])[O:22][CH2:21][CH2:20][C:19]([OH:24])([CH3:23])[CH2:18][C:17]([NH:16][C:12]1[CH:13]=[CH:14][C:15]2[N:3]([CH2:1][CH3:2])[C:4]3[C:9]([C:10]=2[CH:11]=1)=[CH:8][CH:7]=[CH:6][CH:5]=3)=[O:25], predict the reactants needed to synthesize it. The reactants are: [CH2:1]([N:3]1[C:15]2[CH:14]=[CH:13][C:12]([NH:16][C:17](=[O:25])[CH2:18][C:19]([OH:24])([CH3:23])[CH2:20][CH2:21][OH:22])=[CH:11][C:10]=2[C:9]2[C:4]1=[CH:5][CH:6]=[CH:7][CH:8]=2)[CH3:2].[Cl:26][C:27]1[CH:34]=[C:33](F)[CH:32]=[CH:31][C:28]=1[C:29]#[N:30].CC(C)([O-])C.[K+].O.